Dataset: Catalyst prediction with 721,799 reactions and 888 catalyst types from USPTO. Task: Predict which catalyst facilitates the given reaction. (1) Reactant: Cl[C:2]1[CH:7]=[C:6]([O:8][C:9]2[CH:10]=[C:11]3[C:16](=[CH:17][CH:18]=2)[N:15]=[CH:14][C:13]([C:19]([OH:21])=[O:20])=[CH:12]3)[CH:5]=[CH:4][N:3]=1.C(N(CC)CC)C. Product: [N:3]1[CH:4]=[CH:5][C:6]([O:8][C:9]2[CH:10]=[C:11]3[C:16](=[CH:17][CH:18]=2)[N:15]=[CH:14][C:13]([C:19]([OH:21])=[O:20])=[CH:12]3)=[CH:7][CH:2]=1. The catalyst class is: 29. (2) Reactant: C(OC(NC1C=C([C:15]2[C:24]3[NH:23][C:22](=[O:25])[C:21](=[O:26])[NH:20][C:19]=3[C:18]3[CH2:27][CH2:28][CH2:29][CH2:30][C:17]=3[CH:16]=2)C=CC=1)=O)(C)(C)C.F[C:32](F)(F)[C:33](O)=O. Product: [NH2:20][C:19]1[CH:18]=[C:17]([N:23]2[C:24]3[CH:15]=[CH:16][C:17]4[CH2:30][CH2:29][CH2:28][CH2:27][C:18]=4[C:19]=3[NH:20][C:21](=[O:26])[C:22]2=[O:25])[CH:16]=[CH:32][CH:33]=1. The catalyst class is: 4. (3) Reactant: C1([O:7][C:8](=O)[NH:9][CH2:10][CH:11]2[CH2:16][CH2:15][C:14]([N:23]([CH3:25])[CH3:24])([C:17]3[CH:22]=[CH:21][CH:20]=[CH:19][CH:18]=3)[CH2:13][CH2:12]2)C=CC=CC=1.[F:27][C:28]1[CH:29]=[C:30]2[C:34](=[CH:35][CH:36]=1)[NH:33][CH:32]=[C:31]2[CH:37]1[CH2:42][CH2:41][NH:40][CH2:39][CH2:38]1. Product: [CH3:24][N:23]([CH3:25])[C:14]1([C:17]2[CH:18]=[CH:19][CH:20]=[CH:21][CH:22]=2)[CH2:15][CH2:16][CH:11]([CH2:10][NH:9][C:8]([N:40]2[CH2:41][CH2:42][CH:37]([C:31]3[C:30]4[C:34](=[CH:35][CH:36]=[C:28]([F:27])[CH:29]=4)[NH:33][CH:32]=3)[CH2:38][CH2:39]2)=[O:7])[CH2:12][CH2:13]1. The catalyst class is: 12. (4) Reactant: [H-].[Na+].[I-].[CH3:4][S+](C)(C)=O.[CH2:9]([O:16][CH2:17][C@H:18]([CH:31]([CH3:33])[CH3:32])[CH2:19][C@H:20]([NH:23][C:24](=[O:30])[O:25][C:26]([CH3:29])([CH3:28])[CH3:27])[CH:21]=[O:22])[C:10]1[CH:15]=[CH:14][CH:13]=[CH:12][CH:11]=1. Product: [CH2:9]([O:16][CH2:17][C@H:18]([CH:31]([CH3:33])[CH3:32])[CH2:19][C@H:20]([NH:23][C:24](=[O:30])[O:25][C:26]([CH3:27])([CH3:28])[CH3:29])[C@@H:21]1[CH2:4][O:22]1)[C:10]1[CH:11]=[CH:12][CH:13]=[CH:14][CH:15]=1. The catalyst class is: 1. (5) Reactant: [NH2:1][C:2]1[CH:39]=[CH:38][C:5]([O:6][CH2:7][CH2:8][O:9][CH2:10][CH2:11][O:12][CH2:13][CH2:14][O:15][CH2:16][CH2:17][NH:18][C:19]2[CH:27]=[CH:26][CH:25]=[C:24]3[C:20]=2[C:21](=[O:37])[N:22]([CH:29]2[CH2:34][CH2:33][C:32](=[O:35])[NH:31][C:30]2=[O:36])[C:23]3=[O:28])=[CH:4][CH:3]=1.[Cl:40][C:41]1[CH:46]=[CH:45][C:44]([C:47]2[C:53]3[C:54]([CH3:58])=[C:55]([CH3:57])[S:56][C:52]=3[N:51]3[C:59]([CH3:62])=[N:60][N:61]=[C:50]3[C@H:49]([CH2:63][C:64](O)=[O:65])[N:48]=2)=[CH:43][CH:42]=1.C(N(C(C)C)C(C)C)C.F[P-](F)(F)(F)(F)F.N1(OC(N(C)C)=[N+](C)C)C2N=CC=CC=2N=N1. Product: [Cl:40][C:41]1[CH:42]=[CH:43][C:44]([C:47]2[C:53]3[C:54]([CH3:58])=[C:55]([CH3:57])[S:56][C:52]=3[N:51]3[C:59]([CH3:62])=[N:60][N:61]=[C:50]3[C@H:49]([CH2:63][C:64]([NH:1][C:2]3[CH:3]=[CH:4][C:5]([O:6][CH2:7][CH2:8][O:9][CH2:10][CH2:11][O:12][CH2:13][CH2:14][O:15][CH2:16][CH2:17][NH:18][C:19]4[CH:27]=[CH:26][CH:25]=[C:24]5[C:20]=4[C:21](=[O:37])[N:22]([CH:29]4[CH2:34][CH2:33][C:32](=[O:35])[NH:31][C:30]4=[O:36])[C:23]5=[O:28])=[CH:38][CH:39]=3)=[O:65])[N:48]=2)=[CH:45][CH:46]=1. The catalyst class is: 35. (6) Reactant: CC(C)[O-].[Al+3].CC(C)[O-].CC(C)[O-].C1(=O)CCCCC1.O.Cl.[CH3:23][N:24]1[CH2:40][C:38]2=[C:39]3[C:34](=[C:35]([O:41][CH3:42])[CH:36]=[CH:37]2)[O:33][C@@H:32]2[C@:27]3([CH:28]=[CH:29][C@H:30]([OH:43])[CH2:31]2)[CH2:26][CH2:25]1. Product: [CH3:23][N:24]1[CH2:40][C:38]2[CH:37]=[CH:36][C:35]([O:41][CH3:42])=[C:34]3[C:39]=2[C@:27]2([C@@H:32]([O:33]3)[CH2:31][C:30](=[O:43])[CH:29]=[CH:28]2)[CH2:26][CH2:25]1. The catalyst class is: 11. (7) Reactant: [CH:1](=O)[C:2]1[CH:7]=[CH:6][C:5]([O:8][CH3:9])=[CH:4][CH:3]=1.[CH3:11][O:12][C:13]1[CH:20]=[CH:19][C:16]([CH2:17][NH2:18])=[CH:15][CH:14]=1.C1(C)C=CC=CC=1. Product: [CH3:9][O:8][C:5]1[CH:6]=[CH:7][C:2]([CH2:1][NH:18][CH2:17][C:16]2[CH:19]=[CH:20][C:13]([O:12][CH3:11])=[CH:14][CH:15]=2)=[CH:3][CH:4]=1. The catalyst class is: 6. (8) Reactant: CN(C)C=O.Cl.Cl[CH:8]([C:16]1[CH:21]=[C:20]([F:22])[CH:19]=[CH:18][C:17]=1[F:23])[C:9]1[C:14]([CH3:15])=[CH:13][CH:12]=[CH:11][N:10]=1.[Cl:24][C:25]1[CH:30]=[CH:29][C:28]([SH:31])=[CH:27][CH:26]=1.C(=O)([O-])[O-].[K+].[K+]. Product: [Cl:24][C:25]1[CH:30]=[CH:29][C:28]([S:31][CH:8]([C:16]2[CH:21]=[C:20]([F:22])[CH:19]=[CH:18][C:17]=2[F:23])[C:9]2[C:14]([CH3:15])=[CH:13][CH:12]=[CH:11][N:10]=2)=[CH:27][CH:26]=1. The catalyst class is: 27.